This data is from Catalyst prediction with 721,799 reactions and 888 catalyst types from USPTO. The task is: Predict which catalyst facilitates the given reaction. (1) Reactant: [Br-].[NH2:2][C:3]1[CH:12]=[CH:11][CH:10]=[C:9]2[C:4]=1[CH:5]=[CH:6][N+:7]([CH2:13][CH:14]1[CH2:16][CH2:15]1)=[CH:8]2.O.[C:18]([OH:22])(=[O:21])[CH:19]=O. Product: [CH:14]1([CH2:13][N:7]2[CH2:6][CH2:5][C:4]3[C:9](=[CH:10][CH:11]=[CH:12][C:3]=3[NH:2][CH2:19][C:18]([OH:22])=[O:21])[CH2:8]2)[CH2:15][CH2:16]1. The catalyst class is: 105. (2) The catalyst class is: 7. Reactant: [N:1]([CH:4]([C:6]1[N:11]([CH2:12][C:13]2[CH:18]=[CH:17][CH:16]=[C:15]([Cl:19])[C:14]=2[CH3:20])[C:10]2[N:21]=[C:22]([N:24]3[CH2:29][CH2:28][O:27][CH2:26][CH2:25]3)[S:23][C:9]=2[C:8](=[O:30])[N:7]=1)[CH3:5])=[N+]=[N-].C1(P(C2C=CC=CC=2)C2C=CC=CC=2)C=CC=CC=1. Product: [NH2:1][CH:4]([C:6]1[N:11]([CH2:12][C:13]2[CH:18]=[CH:17][CH:16]=[C:15]([Cl:19])[C:14]=2[CH3:20])[C:10]2[N:21]=[C:22]([N:24]3[CH2:29][CH2:28][O:27][CH2:26][CH2:25]3)[S:23][C:9]=2[C:8](=[O:30])[N:7]=1)[CH3:5]. (3) Reactant: Cl[C:2]1[CH:11]=[CH:10][C:5]([C:6]([O:8][CH3:9])=[O:7])=[CH:4][CH:3]=1.[CH3:12][O:13][C:14]1[CH:19]=[CH:18][C:17](B(O)O)=[CH:16][CH:15]=1.[F-].[K+]. Product: [CH3:9][O:8][C:6]([C:5]1[CH:10]=[CH:11][C:2]([C:17]2[CH:18]=[CH:19][C:14]([O:13][CH3:12])=[CH:15][CH:16]=2)=[CH:3][CH:4]=1)=[O:7]. The catalyst class is: 1.